From a dataset of CYP3A4 inhibition data for predicting drug metabolism from PubChem BioAssay. Regression/Classification. Given a drug SMILES string, predict its absorption, distribution, metabolism, or excretion properties. Task type varies by dataset: regression for continuous measurements (e.g., permeability, clearance, half-life) or binary classification for categorical outcomes (e.g., BBB penetration, CYP inhibition). Dataset: cyp3a4_veith. (1) The compound is C[C@H]1/C=C\C=C/C=C\C=C/C=C\C=C/C=C\[C@@H](O[C@H]2O[C@@H](C)[C@@H](O)[C@@H](N)[C@@H]2O)C[C@@H]2O[C@](O)(C[C@@H](O)C[C@@H](O)[C@@H](O)CC[C@@H](O)C[C@@H](O)CC(=O)O[C@@H](C)[C@@H](C)[C@H]1O)C[C@@H](O)[C@H]2C(=O)O. The result is 0 (non-inhibitor). (2) The molecule is COc1ccc(-c2coc3cc(OC)cc(O)c3c2=O)cc1. The result is 0 (non-inhibitor). (3) The molecule is CCCC(O)(CCC)C(=O)NN1CCCCC1. The result is 0 (non-inhibitor). (4) The drug is FC(F)(F)c1ccccc1-n1ccnc1. The result is 1 (inhibitor). (5) The compound is NCC(=O)NC1(C(=O)O)CCCC1. The result is 0 (non-inhibitor).